From a dataset of Catalyst prediction with 721,799 reactions and 888 catalyst types from USPTO. Predict which catalyst facilitates the given reaction. (1) Reactant: [NH2:1][C:2]1[CH:6]=[C:5]([C:7]2[CH:12]=[CH:11][N:10]=[CH:9][CH:8]=2)[S:4][C:3]=1[C:13]([NH2:15])=[O:14].[C:16]([O:22][CH3:23])(=[O:21])[CH2:17][C:18]([CH3:20])=O. Product: [CH3:20][C:18]1([CH2:17][C:16]([O:22][CH3:23])=[O:21])[NH:1][C:2]2[CH:6]=[C:5]([C:7]3[CH:8]=[CH:9][N:10]=[CH:11][CH:12]=3)[S:4][C:3]=2[C:13](=[O:14])[NH:15]1. The catalyst class is: 240. (2) Reactant: [Cl:1][C:2]1[CH:3]=[C:4]2[C:9](=[CH:10][C:11]=1F)[O:8][CH:7]([C:13]([F:16])([F:15])[F:14])[C:6]([C:17]([O:19][CH2:20][CH3:21])=[O:18])=[CH:5]2.[CH2:22]([NH2:27])[CH2:23][CH:24]([CH3:26])[CH3:25].C([O-])([O-])=O.[K+].[K+]. Product: [Cl:1][C:2]1[CH:3]=[C:4]2[C:9](=[CH:10][C:11]=1[NH:27][CH2:22][CH2:23][CH:24]([CH3:26])[CH3:25])[O:8][CH:7]([C:13]([F:16])([F:15])[F:14])[C:6]([C:17]([O:19][CH2:20][CH3:21])=[O:18])=[CH:5]2. The catalyst class is: 3.